From a dataset of Forward reaction prediction with 1.9M reactions from USPTO patents (1976-2016). Predict the product of the given reaction. Given the reactants [CH2:1]=[C:2]1[C@H:6]([CH2:7][OH:8])[C@@H:5]([OH:9])[CH2:4][C@@H:3]1[N:10]1[C:14]2[N:15]=[C:16]([NH2:20])[NH:17][C:18](=[O:19])[C:13]=2[N:12]=[CH:11]1.C(O)(C(F)(F)F)=[O:22], predict the reaction product. The product is: [CH2:1]=[C:2]1[C@H:6]([CH2:7][OH:8])[C@@H:5]([OH:9])[CH2:4][C@@H:3]1[N:10]1[C:14]2[NH:15][C:16]([NH2:20])=[N:17][C:18](=[O:19])[C:13]=2[N:12]=[CH:11]1.[OH2:22].